Predict the product of the given reaction. From a dataset of Forward reaction prediction with 1.9M reactions from USPTO patents (1976-2016). (1) The product is: [O:3]=[C:4]1[C:9]([C:10]2[S:14][C:13]([CH2:15][NH:16][C:17]([C:19]3[NH:20][CH:21]=[C:22]([C:24](=[O:34])[C:25]4[C:26]([F:33])=[CH:27][C:28]([F:32])=[CH:29][C:30]=4[F:31])[CH:23]=3)=[O:18])=[N:12][N:11]=2)=[CH:8][CH:7]=[CH:6][NH:5]1. Given the reactants C([O:3][C:4]1[C:9]([C:10]2[S:14][C:13]([CH2:15][NH:16][C:17]([C:19]3[NH:20][CH:21]=[C:22]([C:24](=[O:34])[C:25]4[C:30]([F:31])=[CH:29][C:28]([F:32])=[CH:27][C:26]=4[F:33])[CH:23]=3)=[O:18])=[N:12][N:11]=2)=[CH:8][CH:7]=[CH:6][N:5]=1)C.Cl, predict the reaction product. (2) Given the reactants [CH2:1]([NH:3][C:4]([C:6]1[C:14]2[C:9](=[N:10][CH:11]=[C:12](Br)[N:13]=2)[N:8](COCC[Si](C)(C)C)[CH:7]=1)=[O:5])[CH3:2].C(NC(C1C2C(=NC=C(Br)N=2)N(COCC[Si](C)(C)C)C=1)=O)(C)C.[Cl:48][C:49]1[CH:54]=[CH:53][CH:52]=[CH:51][C:50]=1[OH:55].C(C1C=C(O)C=CC=1)#N, predict the reaction product. The product is: [CH2:1]([NH:3][C:4]([C:6]1[C:14]2[C:9](=[N:10][CH:11]=[C:12]([O:55][C:50]3[CH:51]=[CH:52][CH:53]=[CH:54][C:49]=3[Cl:48])[N:13]=2)[NH:8][CH:7]=1)=[O:5])[CH3:2]. (3) Given the reactants C([O:8][C:9]1[CH:10]=[C:11]([N:15]([CH2:19][C:20]2[NH:24][CH:23]=[CH:22][N:21]=2)[CH:16]([CH3:18])[CH3:17])[CH:12]=[CH:13][CH:14]=1)C1C=CC=CC=1, predict the reaction product. The product is: [NH:21]1[CH:22]=[CH:23][N:24]=[C:20]1[CH2:19][N:15]([CH:16]([CH3:18])[CH3:17])[C:11]1[CH:10]=[C:9]([OH:8])[CH:14]=[CH:13][CH:12]=1. (4) Given the reactants [Br:1][CH2:2][CH2:3][CH2:4][CH2:5][CH2:6][CH2:7][CH2:8][CH2:9][CH2:10]Br.[C:12]1([P:18]([C:25]2[CH:30]=[CH:29][CH:28]=[CH:27][CH:26]=2)[C:19]2[CH:24]=[CH:23][CH:22]=[CH:21][CH:20]=2)[CH:17]=[CH:16][CH:15]=[CH:14][CH:13]=1.C(O[CH2:35][CH3:36])(=O)C, predict the reaction product. The product is: [Br-:1].[Br-:1].[C:25]1([P+:18]([C:12]2[CH:13]=[CH:14][CH:15]=[CH:16][CH:17]=2)([C:19]2[CH:24]=[CH:23][CH:22]=[CH:21][CH:20]=2)[CH2:2][CH2:3][CH2:4][CH2:5][CH2:6][CH2:7][CH2:8][CH2:9][CH2:10][P+:18]([C:36]2[CH:35]=[CH:30][CH:25]=[CH:26][CH:27]=2)([C:19]2[CH:20]=[CH:21][CH:22]=[CH:23][CH:24]=2)[C:12]2[CH:17]=[CH:16][CH:15]=[CH:14][CH:13]=2)[CH:26]=[CH:27][CH:28]=[CH:29][CH:30]=1. (5) The product is: [Cl:24][C:16]1[C:14]2=[N:15][C:10]([C@@H:8]([NH:7][S@@:5]([C:1]([CH3:2])([CH3:4])[CH3:3])=[O:6])[CH3:9])=[CH:11][CH:12]=[C:13]2[NH:18][CH:17]=1. Given the reactants [C:1]([S@:5]([N:7]=[C:8]([C:10]1[N:15]=[C:14]2[C:16]([Cl:24])=[CH:17][N:18](C(OCC)=O)[C:13]2=[CH:12][CH:11]=1)[CH3:9])=[O:6])([CH3:4])([CH3:3])[CH3:2].CCC(C)[BH-](C(C)CC)C(C)CC.[Li+], predict the reaction product. (6) Given the reactants [O:1]=[C:2]1[CH2:7][CH2:6][N:5]([C:8]2[CH:13]=[CH:12][C:11]([N:14]3[CH2:18][C@H:17]([CH2:19][NH:20][C:21](=[O:23])[CH3:22])[O:16][C:15]3=[O:24])=[CH:10][C:9]=2[F:25])[CH2:4][CH2:3]1.[C-:26]#[N:27].[K+], predict the reaction product. The product is: [C:26]([C:2]1([OH:1])[CH2:3][CH2:4][N:5]([C:8]2[CH:13]=[CH:12][C:11]([N:14]3[CH2:18][C@H:17]([CH2:19][NH:20][C:21](=[O:23])[CH3:22])[O:16][C:15]3=[O:24])=[CH:10][C:9]=2[F:25])[CH2:6][CH2:7]1)#[N:27]. (7) Given the reactants [Cl:1][C:2]1[C:7]([Cl:8])=[CH:6][CH:5]=[CH:4][C:3]=1[S:9]([NH:12][C:13]1[N:14]=[N:15][C:16]([Cl:20])=[CH:17][C:18]=1Br)(=[O:11])=[O:10].[N:21]1[CH:26]=[CH:25][CH:24]=[C:23]([CH2:27][OH:28])[CH:22]=1.[H-].[Na+].C(O)(=O)CC(CC(O)=O)(C(O)=O)O, predict the reaction product. The product is: [Cl:1][C:2]1[C:7]([Cl:8])=[CH:6][CH:5]=[CH:4][C:3]=1[S:9]([NH:12][C:13]1[N:14]=[N:15][C:16]([Cl:20])=[CH:17][C:18]=1[O:28][CH2:27][C:23]1[CH:22]=[N:21][CH:26]=[CH:25][CH:24]=1)(=[O:11])=[O:10]. (8) Given the reactants [NH2:1][C:2](=[S:10])[CH:3]([CH3:9])[C:4]([O:6][CH2:7][CH3:8])=[O:5].Br[CH2:12][C:13](=O)[C:14]([F:17])([F:16])[F:15].C([O-])(O)=O.[Na+], predict the reaction product. The product is: [F:15][C:14]([F:17])([F:16])[C:13]1[N:1]=[C:2]([CH:3]([CH3:9])[C:4]([O:6][CH2:7][CH3:8])=[O:5])[S:10][CH:12]=1. (9) The product is: [CH3:26][O:25][CH2:24][CH2:23][O:1][C:2]1[CH:3]=[C:4]2[C:9](=[CH:10][CH:11]=1)[N:8]=[CH:7][CH:6]=[C:5]2[S:12][C:13]1([C:17]([O:19][CH2:20][CH3:21])=[O:18])[CH2:14][CH2:15][CH2:16]1. Given the reactants [OH:1][C:2]1[CH:3]=[C:4]2[C:9](=[CH:10][CH:11]=1)[N:8]=[CH:7][CH:6]=[C:5]2[S:12][C:13]1([C:17]([O:19][CH2:20][CH3:21])=[O:18])[CH2:16][CH2:15][CH2:14]1.Br[CH2:23][CH2:24][O:25][CH3:26].C(=O)([O-])[O-].[K+].[K+].CN(C)C=O, predict the reaction product.